This data is from hERG potassium channel inhibition data for cardiac toxicity prediction from Karim et al.. The task is: Regression/Classification. Given a drug SMILES string, predict its toxicity properties. Task type varies by dataset: regression for continuous values (e.g., LD50, hERG inhibition percentage) or binary classification for toxic/non-toxic outcomes (e.g., AMES mutagenicity, cardiotoxicity, hepatotoxicity). Dataset: herg_karim. (1) The drug is COc1cc(F)ccc1/C=C/c1ccc(S(=O)(=O)c2ccccc2F)cn1. The result is 1 (blocker). (2) The molecule is C[C@H]1[C@H](/C=C/c2ccc(-c3ccccc3C#N)cn2)[C@@H]2[C@@H](C)OC(=O)[C@]2(CCC(N)=O)CC1(F)F. The result is 0 (non-blocker). (3) The compound is Cc1cc(-n2cnnn2)ncc1CC(=O)N1CCN(CCc2ccc3c(c2C)COC3=O)CC1. The result is 1 (blocker). (4) The drug is N#Cc1ccc2cc1Oc1ccc3c(c1)[C@@H](CCC3)N1CC[C@H](NCc3cncn3C2)C1=O. The result is 0 (non-blocker). (5) The compound is OC(c1cccnc1)(c1cccnc1)C(c1ccccc1)N1CCCOCC1. The result is 1 (blocker).